This data is from Reaction yield outcomes from USPTO patents with 853,638 reactions. The task is: Predict the reaction yield, written as a fraction of the theoretical maximum amount of product (1.0 means a 100% yield; for example, 0.34 means a 34% yield). (1) The reactants are [CH3:1][O:2][C:3]1[CH:4]=[CH:5][C:6]2[C:7]3[N:15]=[C:14]([N:16]4[CH2:21][CH2:20][CH2:19][CH2:18][CH2:17]4)[CH:13]=[C:12]([C:22]([O:24]C)=O)[C:8]=3[NH:9][C:10]=2[CH:11]=1.[NH3:26]. The catalyst is CO. The product is [CH3:1][O:2][C:3]1[CH:4]=[CH:5][C:6]2[C:7]3[N:15]=[C:14]([N:16]4[CH2:17][CH2:18][CH2:19][CH2:20][CH2:21]4)[CH:13]=[C:12]([C:22]([NH2:26])=[O:24])[C:8]=3[NH:9][C:10]=2[CH:11]=1. The yield is 0.870. (2) The reactants are Br[C:2]1[N:6]=[CH:5][N:4]([C:7]2[CH:12]=[CH:11][C:10]([O:13][C:14]([F:17])([F:16])[F:15])=[CH:9][CH:8]=2)[N:3]=1.[CH3:18][C:19]([NH:37][C:38](=[O:47])[O:39][CH2:40][C:41]1[CH:46]=[CH:45][CH:44]=[CH:43][CH:42]=1)([CH3:36])[CH2:20][C:21]1[CH:26]=[CH:25][C:24](B2OC(C)(C)C(C)(C)O2)=[CH:23][CH:22]=1.F[B-](F)(F)F.C([PH+](C(C)(C)C)C(C)(C)C)(C)(C)C.[F-].[Cs+]. The catalyst is O1CCOCC1.O.[Cl-].[Na+].O.C([O-])(=O)C.[Pd+2].C([O-])(=O)C. The product is [CH3:36][C:19]([NH:37][C:38](=[O:47])[O:39][CH2:40][C:41]1[CH:46]=[CH:45][CH:44]=[CH:43][CH:42]=1)([CH3:18])[CH2:20][C:21]1[CH:26]=[CH:25][C:24]([C:2]2[N:6]=[CH:5][N:4]([C:7]3[CH:12]=[CH:11][C:10]([O:13][C:14]([F:17])([F:16])[F:15])=[CH:9][CH:8]=3)[N:3]=2)=[CH:23][CH:22]=1. The yield is 0.150. (3) The reactants are [NH2:1][C@H:2]1[C:10]2[C:5](=[C:6]([C:11]3[N:15]=[C:14]([C:16]4[CH:17]=[CH:18][C:19]([O:24][CH:25]([CH3:27])[CH3:26])=[C:20]([CH:23]=4)[C:21]#[N:22])[O:13][N:12]=3)[CH:7]=[CH:8][CH:9]=2)[CH2:4][CH2:3]1.[S:28](N)([NH2:31])(=[O:30])=[O:29]. The catalyst is O1CCOCC1. The product is [C:21]([C:20]1[CH:23]=[C:16]([C:14]2[O:13][N:12]=[C:11]([C:6]3[CH:7]=[CH:8][CH:9]=[C:10]4[C:5]=3[CH2:4][CH2:3][C@H:2]4[NH:1][S:28]([NH2:31])(=[O:30])=[O:29])[N:15]=2)[CH:17]=[CH:18][C:19]=1[O:24][CH:25]([CH3:27])[CH3:26])#[N:22]. The yield is 0.260.